This data is from Catalyst prediction with 721,799 reactions and 888 catalyst types from USPTO. The task is: Predict which catalyst facilitates the given reaction. (1) Reactant: [Cl:1][C:2]([Cl:41])([Cl:40])[CH2:3][O:4][C:5]([N:7](C(OCC(Cl)(Cl)Cl)=O)[C:8]1[C:9]([C:13]2[CH:18]=[CH:17][C:16]([N:19]3[CH2:24][CH2:23][N:22]([C:25]([O:27][C:28]([CH3:31])([CH3:30])[CH3:29])=[O:26])[CH2:21][CH2:20]3)=[CH:15][CH:14]=2)=[N:10][O:11][N:12]=1)=[O:6].[OH-].[Na+]. Product: [Cl:40][C:2]([Cl:1])([Cl:41])[CH2:3][O:4][C:5]([NH:7][C:8]1[C:9]([C:13]2[CH:18]=[CH:17][C:16]([N:19]3[CH2:20][CH2:21][N:22]([C:25]([O:27][C:28]([CH3:29])([CH3:31])[CH3:30])=[O:26])[CH2:23][CH2:24]3)=[CH:15][CH:14]=2)=[N:10][O:11][N:12]=1)=[O:6]. The catalyst class is: 220. (2) Reactant: [CH:1]1([C:4]([N:6]2[CH2:10][CH2:9][C@@H:8]([CH2:11][OH:12])[CH2:7]2)=[O:5])[CH2:3][CH2:2]1.C(N(CC)CC)C.[CH3:20][S:21](Cl)(=[O:23])=[O:22]. Product: [CH3:20][S:21]([O:12][CH2:11][C@@H:8]1[CH2:9][CH2:10][N:6]([C:4]([CH:1]2[CH2:2][CH2:3]2)=[O:5])[CH2:7]1)(=[O:23])=[O:22]. The catalyst class is: 2. (3) Reactant: [Cl:1][C:2]1[N:11]=[C:10]2[C:5]([CH:6]=[CH:7][C:8](=[O:12])[NH:9]2)=[CH:4][CH:3]=1.CN(C=O)C.[H-].[Na+].CS(O[CH2:25][CH2:26][N:27]1[CH2:32][CH2:31][CH:30]([NH:33][C:34]([O:36][C:37]([CH3:40])([CH3:39])[CH3:38])=[O:35])[CH2:29][CH2:28]1)(=O)=O. Product: [Cl:1][C:2]1[N:11]=[C:10]2[C:5]([CH:6]=[CH:7][C:8](=[O:12])[N:9]2[CH2:25][CH2:26][N:27]2[CH2:32][CH2:31][CH:30]([NH:33][C:34](=[O:35])[O:36][C:37]([CH3:40])([CH3:39])[CH3:38])[CH2:29][CH2:28]2)=[CH:4][CH:3]=1. The catalyst class is: 6. (4) Reactant: [CH3:1][S:2][C:3]1[CH:8]=[CH:7][C:6]([C:9]2[C:13]3=[N:14][C:15]([C:18]([NH:20][NH2:21])=[O:19])=[CH:16][CH:17]=[C:12]3[O:11][CH:10]=2)=[CH:5][CH:4]=1.[C:22](OCC)(OCC)(OCC)[CH3:23].N12CCCN=C1CCCCC2. Product: [CH3:22][C:23]1[O:19][C:18]([C:15]2[N:14]=[C:13]3[C:9]([C:6]4[CH:7]=[CH:8][C:3]([S:2][CH3:1])=[CH:4][CH:5]=4)=[CH:10][O:11][C:12]3=[CH:17][CH:16]=2)=[N:20][N:21]=1. The catalyst class is: 51. (5) Reactant: Cl[C:2]1[C:3]([C:10]([C:12]2[CH:17]=[CH:16][CH:15]=[CH:14][C:13]=2[O:18][CH:19]([F:21])[F:20])=O)=[N:4][C:5]([S:8][CH3:9])=[N:6][CH:7]=1.[SH:22][CH2:23][C:24]([O:26][CH3:27])=[O:25].C(=O)([O-])[O-].[K+].[K+].C(#N)C. Product: [F:20][CH:19]([F:21])[O:18][C:13]1[CH:14]=[CH:15][CH:16]=[CH:17][C:12]=1[C:10]1[C:3]2[N:4]=[C:5]([S:8][CH3:9])[N:6]=[CH:7][C:2]=2[S:22][C:23]=1[C:24]([O:26][CH3:27])=[O:25]. The catalyst class is: 33.